This data is from Forward reaction prediction with 1.9M reactions from USPTO patents (1976-2016). The task is: Predict the product of the given reaction. (1) Given the reactants Br[CH2:2][C:3]([C:5]1[CH:10]=[CH:9][C:8]([O:11][CH3:12])=[CH:7][CH:6]=1)=[O:4].[F-:13].[Cs+].O.CC#N, predict the reaction product. The product is: [F:13][CH2:2][C:3]([C:5]1[CH:10]=[CH:9][C:8]([O:11][CH3:12])=[CH:7][CH:6]=1)=[O:4]. (2) Given the reactants NC1C=CC([N:9]2[CH2:15][CH2:14][CH2:13][N:12](C(OC(C)(C)C)=O)[CH2:11][CH2:10]2)=CC=1N.[F:23][C:24]1[CH:25]=[C:26]([S:30]([Cl:33])(=[O:32])=[O:31])[CH:27]=[CH:28][CH:29]=1.N[C:35]1[CH:40]=[C:39](N2CCCN(C(OC(C)(C)C)=O)CC2)[CH:38]=[CH:37][C:36]=1NS([C:35]1[CH:40]=[CH:39][CH:38]=[C:37](F)[CH:36]=1)(=O)=O.[F:66][C:67]1[CH:68]=[C:69]([S:73]([NH2:76])(=[O:75])=[O:74])[CH:70]=[CH:71][CH:72]=1.Cl.CCOCC, predict the reaction product. The product is: [ClH:33].[N:9]1([C:72]2[CH:71]=[CH:70][C:69]([S:73]([NH2:76])(=[O:74])=[O:75])=[C:68]([C:35]3[CH:40]=[CH:39][CH:38]=[CH:37][C:36]=3[S:30]([C:26]3[CH:27]=[CH:28][CH:29]=[C:24]([F:23])[CH:25]=3)(=[O:32])=[O:31])[C:67]=2[F:66])[CH2:15][CH2:14][CH2:13][NH:12][CH2:11][CH2:10]1. (3) Given the reactants [ClH:1].[C:2]([C:6]1[N:7]([CH2:25][CH:26]2[CH2:31][CH2:30][O:29][CH2:28][CH2:27]2)[CH:8]=[C:9]([C:11]2[CH:12]=[C:13]([C:17]([C:19]3[CH:24]=[CH:23][CH:22]=[CH:21][CH:20]=3)=O)[CH:14]=[CH:15][CH:16]=2)[N:10]=1)([CH3:5])([CH3:4])[CH3:3].C([SiH](CC)CC)C.C(=O)([O-])O.[Na+], predict the reaction product. The product is: [ClH:1].[CH2:17]([C:13]1[CH:12]=[C:11]([C:9]2[N:10]=[C:6]([C:2]([CH3:5])([CH3:4])[CH3:3])[N:7]([CH2:25][CH:26]3[CH2:31][CH2:30][O:29][CH2:28][CH2:27]3)[CH:8]=2)[CH:16]=[CH:15][CH:14]=1)[C:19]1[CH:20]=[CH:21][CH:22]=[CH:23][CH:24]=1.